Dataset: Ames mutagenicity test results for genotoxicity prediction. Task: Regression/Classification. Given a drug SMILES string, predict its toxicity properties. Task type varies by dataset: regression for continuous values (e.g., LD50, hERG inhibition percentage) or binary classification for toxic/non-toxic outcomes (e.g., AMES mutagenicity, cardiotoxicity, hepatotoxicity). Dataset: ames. (1) The drug is Nc1nc(O)c2nc(O)n(C3OC(CO)C(O)C3O)c2n1. The result is 0 (non-mutagenic). (2) The compound is COc1cc(O)c2c(=O)c3cc(OC)ccc3oc2c1. The result is 1 (mutagenic).